The task is: Predict which catalyst facilitates the given reaction.. This data is from Catalyst prediction with 721,799 reactions and 888 catalyst types from USPTO. (1) Reactant: [N:1]([CH2:4][CH2:5][CH2:6][C:7]([O:9][CH3:10])=[O:8])=[C:2]=[O:3].[NH2:11][CH2:12][CH2:13][CH2:14][CH2:15][CH2:16][C:17]([CH3:26])([C:20]1[CH:25]=[CH:24][CH:23]=[CH:22][CH:21]=1)[CH2:18][OH:19]. Product: [OH:19][CH2:18][C:17]([CH3:26])([C:20]1[CH:21]=[CH:22][CH:23]=[CH:24][CH:25]=1)[CH2:16][CH2:15][CH2:14][CH2:13][CH2:12][NH:11][C:2]([NH:1][CH2:4][CH2:5][CH2:6][C:7]([O:9][CH3:10])=[O:8])=[O:3]. The catalyst class is: 2. (2) Reactant: [CH2:1]([CH:3]([CH2:6][CH2:7][CH2:8][CH3:9])[CH:4]=[O:5])[CH3:2].[CH:10](=[O:14])[CH2:11][CH2:12][CH3:13].[CH2:15]([C:17]([CH3:19])=[O:18])[CH3:16]. Product: [CH2:3]([C:4]([CH3:10])=[O:5])[CH2:6][CH2:7][CH2:8][CH3:9].[CH:16](=[CH:15][C:17](=[O:18])[CH3:19])[CH2:2][CH2:1][CH3:3].[CH2:11]([C:10]([CH2:2][CH2:1][CH3:3])=[O:14])[CH2:12][CH3:13].[CH3:10][CH2:11][C:4](=[O:5])[CH2:3][CH2:6][CH2:7][CH2:8][CH3:9]. The catalyst class is: 824. (3) Reactant: [C:1]([O:5][C:6](=[O:30])[NH:7][C@@H:8]([CH2:26][CH:27]([CH3:29])[CH3:28])[CH2:9][O:10][C:11]1[CH:12]=[CH:13][C:14]2[C:24]3[C:19](=[CH:20][N:21]=[CH:22][CH:23]=3)[C:18](=[O:25])[O:17][C:15]=2[CH:16]=1)([CH3:4])([CH3:3])[CH3:2].C1C(=O)N([Br:38])C(=O)C1.O. Product: [C:1]([O:5][C:6](=[O:30])[NH:7][C@@H:8]([CH2:26][CH:27]([CH3:28])[CH3:29])[CH2:9][O:10][C:11]1[C:12]([Br:38])=[CH:13][C:14]2[C:24]3[C:19](=[CH:20][N:21]=[CH:22][CH:23]=3)[C:18](=[O:25])[O:17][C:15]=2[CH:16]=1)([CH3:4])([CH3:3])[CH3:2]. The catalyst class is: 10.